From a dataset of Full USPTO retrosynthesis dataset with 1.9M reactions from patents (1976-2016). Predict the reactants needed to synthesize the given product. (1) Given the product [N:9]1[C:10]2[C:5](=[CH:4][CH:3]=[CH:12][CH:11]=2)[CH:6]=[N:7][CH:8]=1, predict the reactants needed to synthesize it. The reactants are: CO[C:3]1[CH:4]=[C:5]2[C:10](=[CH:11][C:12]=1OC[C@H]1CO1)[N:9]=[CH:8][N:7]=[C:6]2OC1C=C2C(=CC=1)NC(C)=C2.C(N)(C)C. (2) The reactants are: [Br:1][C:2]1[CH:7]=[CH:6][C:5]([CH:8]([CH3:24])[C:9]([C:11]2[C:12]([F:23])=[CH:13][C:14]3[O:19][CH2:18][C:17](=[O:20])[N:16]([CH3:21])[C:15]=3[CH:22]=2)=[O:10])=[C:4]([Cl:25])[CH:3]=1.[F:26][C:27]([Si](C)(C)C)([F:29])[F:28].[F-].C[N+](C)(C)C. Given the product [Br:1][C:2]1[CH:7]=[CH:6][C:5]([CH:8]([CH3:24])[C:9]([C:11]2[C:12]([F:23])=[CH:13][C:14]3[O:19][CH2:18][C:17](=[O:20])[N:16]([CH3:21])[C:15]=3[CH:22]=2)([OH:10])[C:27]([F:29])([F:28])[F:26])=[C:4]([Cl:25])[CH:3]=1, predict the reactants needed to synthesize it.